Dataset: Reaction yield outcomes from USPTO patents with 853,638 reactions. Task: Predict the reaction yield, written as a fraction of the theoretical maximum amount of product (1.0 means a 100% yield; for example, 0.34 means a 34% yield). The reactants are [NH2:1][C:2]1[N:7]=[C:6]([NH2:8])[C:5](I)=[CH:4][N:3]=1.[CH3:10][O:11][C:12]1[CH:17]=[C:16]([CH:18]([O:21][CH3:22])[C:19]#[CH:20])[CH:15]=[C:14]([O:23][CH3:24])[C:13]=1[O:25][CH3:26]. No catalyst specified. The product is [NH2:1][C:2]1[N:7]=[C:6]([NH2:8])[C:5]([C:20]#[C:19][CH:18]([O:21][CH3:22])[C:16]2[CH:15]=[C:14]([O:23][CH3:24])[C:13]([O:25][CH3:26])=[C:12]([O:11][CH3:10])[CH:17]=2)=[CH:4][N:3]=1. The yield is 0.900.